Dataset: Reaction yield outcomes from USPTO patents with 853,638 reactions. Task: Predict the reaction yield, written as a fraction of the theoretical maximum amount of product (1.0 means a 100% yield; for example, 0.34 means a 34% yield). (1) The reactants are [Si](OCCN1[CH2:15][C@H:14]([CH:16]([CH3:18])[CH3:17])[N:13]([C:19]2[CH:24]=[CH:23][N:22]3[N:25]=[CH:26][C:27]([C:28]4[CH:33]=[CH:32][C:31]([C:34]5[N:35](COCC[Si](C)(C)C)[CH:36]=[CH:37][N:38]=5)=[CH:30][CH:29]=4)=[C:21]3[N:20]=2)[C:12]1=[O:47])(C(C)(C)C)(C)C.FC(F)(F)C(O)=[O:51]. The yield is 0.520. The catalyst is ClCCl. The product is [NH:35]1[CH:36]=[CH:37][N:38]=[C:34]1[C:31]1[CH:32]=[CH:33][C:28]([C:27]2[CH:26]=[N:25][N:22]3[CH:23]=[CH:24][C:19]([N:13]4[C@@H:14]([CH:16]([CH3:18])[CH3:17])[CH2:15][O:47][C:12]4=[O:51])=[N:20][C:21]=23)=[CH:29][CH:30]=1. (2) The reactants are [C:1]([O:5][C:6](=[O:26])[N:7]([CH2:9][C:10]1[CH:14]=[C:13](Br)[N:12]([S:16]([C:19]2[CH:20]=[N:21][C:22]([CH3:25])=[CH:23][CH:24]=2)(=[O:18])=[O:17])[CH:11]=1)[CH3:8])([CH3:4])([CH3:3])[CH3:2].[F:27][C:28]1[C:33](B(O)O)=[CH:32][CH:31]=[CH:30][N:29]=1.C(=O)([O-])[O-].[Na+].[Na+]. The catalyst is COCCOC.O.C1C=CC([P]([Pd]([P](C2C=CC=CC=2)(C2C=CC=CC=2)C2C=CC=CC=2)([P](C2C=CC=CC=2)(C2C=CC=CC=2)C2C=CC=CC=2)[P](C2C=CC=CC=2)(C2C=CC=CC=2)C2C=CC=CC=2)(C2C=CC=CC=2)C2C=CC=CC=2)=CC=1. The product is [C:1]([O:5][C:6](=[O:26])[N:7]([CH2:9][C:10]1[CH:14]=[C:13]([C:33]2[C:28]([F:27])=[N:29][CH:30]=[CH:31][CH:32]=2)[N:12]([S:16]([C:19]2[CH:20]=[N:21][C:22]([CH3:25])=[CH:23][CH:24]=2)(=[O:18])=[O:17])[CH:11]=1)[CH3:8])([CH3:4])([CH3:3])[CH3:2]. The yield is 0.410. (3) The yield is 0.790. The reactants are [CH3:1][O:2][C:3]1[CH:8]=[CH:7][C:6]([N:9]2[C:13]3[C:14](=[O:31])[N:15]([C:18]4[CH:23]=[CH:22][C:21]([N:24]5[CH:29]=[CH:28][CH:27]=[CH:26][C:25]5=[O:30])=[CH:20][CH:19]=4)[CH2:16][CH2:17][C:12]=3[C:11]([C:32]([O:34]CC)=[O:33])=[N:10]2)=[CH:5][CH:4]=1.[OH-].[Li+].CO.Cl. The catalyst is O.C1COCC1. The product is [CH3:1][O:2][C:3]1[CH:8]=[CH:7][C:6]([N:9]2[C:13]3[C:14](=[O:31])[N:15]([C:18]4[CH:19]=[CH:20][C:21]([N:24]5[CH:29]=[CH:28][CH:27]=[CH:26][C:25]5=[O:30])=[CH:22][CH:23]=4)[CH2:16][CH2:17][C:12]=3[C:11]([C:32]([OH:34])=[O:33])=[N:10]2)=[CH:5][CH:4]=1.